Dataset: Experimentally validated miRNA-target interactions with 360,000+ pairs, plus equal number of negative samples. Task: Binary Classification. Given a miRNA mature sequence and a target amino acid sequence, predict their likelihood of interaction. (1) The miRNA is mmu-miR-24-3p with sequence UGGCUCAGUUCAGCAGGAACAG. The protein sequence of the target gene is MDNMSITNTPTSNDACLSIVHSLMCHRQGGESETFAKRAIESLVKKLKEKKDELDSLITAITTNGAHPSKCVTIQRTLDGRLQVAGRKGFPHVIYARLWRWPDLHKNELKHVKYCQYAFDLKCDSVCVNPYHYERVVSPGIDLSGLTLQSNAPSMLVKDEYVHDFEGQPSLPTEGHSIQTIQHPPSNRASTETYSAPALLAPAESNATSTTNFPNIPVASTSQPASILAGSHSEGLLQIASGPQPGQQQNGFTAQPATYHHNSTTTWTGSRTAPYTPNLPHHQNGHLQHHPPMPPHPGHY.... Result: 1 (interaction). (2) Result: 1 (interaction). The protein sequence of the target gene is MEPSQCVEELEDDVFQPEDGEPVTQPGSLLSADLFAQSLLDCPLSRLQLFPLTHCCGPGLRPTSQEDKATQTLSPASPSQGVMLPCGVTEEPQRLFYGNAGYRLPLPASFPAVLPIGEQPPEGQWQHQAEVQIARKLQCIADQFHRLHVQQHQQNQNRVWWQILLFLHNLALNGEENRNGAGPR. The miRNA is hsa-miR-197-3p with sequence UUCACCACCUUCUCCACCCAGC. (3) The protein sequence of the target gene is MQPTATMATAAATTATVALTTSWDNATSRPTAEPDPILDNYVLLVVVMSLFVGGTLVVLSGVLLLCKRCWEVHQRFNRAMEEAEKTTTTYLDNGTHPIQDPDCRGEDPEGQDTETERFLATSSTGRRVSFNEAALFEQSRKAQDKGRRYTLTEGDFHHLKNARLTHLHLPPLKIATIHECDSGEASAAATPHPATTSKDSLAIFQPPGKTLTGHSVGPSSALPGGPYNSVDFSEISPSTSSDSGEGISLDAGTRGAKAAGPETVPGEMGTGSSGSGTVLQFFTRLRRHASLDGASPYFKV.... The miRNA is hsa-miR-31-3p with sequence UGCUAUGCCAACAUAUUGCCAU. Result: 0 (no interaction). (4) The miRNA is hsa-miR-4479 with sequence CGCGCGGCCGUGCUCGGAGCAG. The protein sequence of the target gene is MGGFCGADRGGFLALLVWLQLLQPLFSGTYKPREDSGVMHRPQRPRRPRSDPEAPAQQSRLKSLSISHPSGVPVSVDRTEIPGSGSPSGTTTKITLENRRSSLGGPFFTDTCGHRITEVDPGSLSAGRKWPWQVSLQSQNEHVCGGSLISHRWVLTAAHCIYEQEEYMVMLGDDMLHSESESVTLVPVQDIIFPSNFDIQTMRNDIALALLYFPVNYSSLIQPVCLPEEPFRVKNGTVCWVTGWGQQNEIDAGFASILLQEVQQRILLQKHCNTLFQRQLGTSKNLVIKGMICGLQDSGQ.... Result: 0 (no interaction). (5) The miRNA is hsa-miR-24-1-5p with sequence UGCCUACUGAGCUGAUAUCAGU. The protein sequence of the target gene is MEATGTDEVDKLKTKFISAWNNMKYSWVLKTKTYFSRNSPVLLLGKCYHFKYEDEDKTLPAESGCTIEDHVIAGNVEEFRKDFISRIWLTYREEFPQIEGSALTTDCGWGCTLRTGQMLLAQGLILHFLGRAWTWPDALNIENSDSESWTSHTVKKFTASFEASLSGEREFKTPTISLKETIGKYSDDHEMRNEVYHRKIISWFGDSPLALFGLHQLIEYGKKSGKKAGDWYGPAVVAHILRKAVEEARHPDLQGITIYVAQDCTVYNSDVIDKQSASMTSDNADDKAVIILVPVRLGGE.... Result: 0 (no interaction).